This data is from Full USPTO retrosynthesis dataset with 1.9M reactions from patents (1976-2016). The task is: Predict the reactants needed to synthesize the given product. (1) Given the product [C:1]([O:4][CH:5]1[C:6]([CH3:26])=[CH:7][CH:8]2[C:13]([OH:17])([CH:12]([CH3:20])[CH2:11][CH2:10][CH:9]2[C:21]([CH3:25])=[C:22]([Cl:24])[Cl:23])[CH:14]1[OH:15])(=[O:3])[CH3:2], predict the reactants needed to synthesize it. The reactants are: [C:1]([O:4][C@H:5]1[C@@H:14]2[O:15]C(C)(C)[O:17][C@@:13]32[C@@H:8]([C@H:9]([C:21]([CH3:25])=[C:22]([Cl:24])[Cl:23])[CH2:10][CH2:11][C@H:12]3[CH3:20])[CH:7]=[C:6]1[CH3:26])(=[O:3])[CH3:2].C1(C)C=CC(S(O)(=O)=O)=CC=1. (2) The reactants are: [OH:1][C:2]1[CH:11]=[C:10]([I:12])[CH:9]=[CH:8][C:3]=1[C:4]([O:6][CH3:7])=[O:5].N12CCCN=C1CCCCC2.[CH3:24][N:25]([CH3:29])[C:26](Cl)=[S:27].O. Given the product [CH3:24][N:25]([CH3:29])[C:26]([O:1][C:2]1[CH:11]=[C:10]([I:12])[CH:9]=[CH:8][C:3]=1[C:4]([O:6][CH3:7])=[O:5])=[S:27], predict the reactants needed to synthesize it. (3) Given the product [CH3:35][C:25]1[CH:26]=[CH:27][C:28]([S:31]([OH:34])(=[O:33])=[O:32])=[CH:29][CH:30]=1.[NH2:8][CH2:9][CH:10]1[CH2:15][CH2:14][N:13]([CH2:16][C:17]2([C:21]([OH:23])=[O:22])[CH2:20][CH2:19][CH2:18]2)[CH2:12][CH2:11]1, predict the reactants needed to synthesize it. The reactants are: C(OC([NH:8][CH2:9][CH:10]1[CH2:15][CH2:14][N:13]([CH2:16][C:17]2([C:21]([OH:23])=[O:22])[CH2:20][CH2:19][CH2:18]2)[CH2:12][CH2:11]1)=O)(C)(C)C.O.[C:25]1([CH3:35])[CH:30]=[CH:29][C:28]([S:31]([OH:34])(=[O:33])=[O:32])=[CH:27][CH:26]=1.C(N(CC)CC)C. (4) Given the product [F:36][C:35]1[C:18]2[O:17][N:16]=[C:15]([NH:14][C:7](=[O:9])[CH3:8])[C:19]=2[CH:20]=[C:21]2[C:34]=1[N:33]1[CH2:37][C@@H:38]([CH3:42])[O:39][C@@H:40]([CH3:41])[C@@H:32]1[C:23]1([C:28](=[O:29])[NH:27][C:26](=[O:30])[NH:25][C:24]1=[O:31])[CH2:22]2, predict the reactants needed to synthesize it. The reactants are: N1C=CC=CC=1.[C:7](OC(=O)C)(=[O:9])[CH3:8].[NH2:14][C:15]1[C:19]2[CH:20]=[C:21]3[C:34](=[C:35]([F:36])[C:18]=2[O:17][N:16]=1)[N:33]1[CH2:37][C@@H:38]([CH3:42])[O:39][C@@H:40]([CH3:41])[C@@H:32]1[C:23]1([C:28](=[O:29])[NH:27][C:26](=[O:30])[NH:25][C:24]1=[O:31])[CH2:22]3. (5) Given the product [CH2:1]([O:5][C:6]1[CH:7]=[C:8]([CH:12]=[CH:13][CH:14]=1)[C:9]([C:16]1[C:17]([C:22]#[N:23])=[N:18][CH:19]=[CH:20][CH:21]=1)=[O:10])[CH:2]([CH3:4])[CH3:3], predict the reactants needed to synthesize it. The reactants are: [CH2:1]([O:5][C:6]1[CH:7]=[C:8]([CH:12]=[CH:13][CH:14]=1)[C:9](Cl)=[O:10])[CH:2]([CH3:4])[CH3:3].Br[C:16]1[C:17]([C:22]#[N:23])=[N:18][CH:19]=[CH:20][CH:21]=1. (6) The reactants are: [I-].[CH3:2][N+:3]1([CH3:12])[CH2:11][CH2:10][CH2:9][CH2:8][CH2:7][CH2:6][CH2:5][CH2:4]1.[OH2:13].[OH-]. Given the product [OH-:13].[CH3:2][N+:3]1([CH3:12])[CH2:4][CH2:5][CH2:6][CH2:7][CH2:8][CH2:9][CH2:10][CH2:11]1, predict the reactants needed to synthesize it. (7) Given the product [C:64](=[N:62][C@:26]1([CH:25]2[NH:30][C:31](=[O:32])[C@H:33]3[N:37]([CH2:36][C@H:35]([O:38][C:39]([N:41]4[CH2:49][C:48]5[C:43](=[CH:44][CH:45]=[CH:46][C:47]=5[F:50])[CH2:42]4)=[O:40])[CH2:34]3)[C:1](=[O:2])[CH2:4][CH2:5][CH2:6][N:7]([CH3:51])[CH2:8][CH2:9][CH2:10][CH2:11][NH:12][C:13]3[C:14](=[CH:15][CH:16]=[CH:17][CH:18]=3)[S:19](=[O:21])(=[O:20])[NH:22][C:23]2=[O:24])[CH2:27][C@H:28]1[CH:29]=[CH2:52])=[O:68], predict the reactants needed to synthesize it. The reactants are: [C:1]([CH2:4][CH2:5][CH2:6][N:7]([CH3:51])[CH2:8][CH2:9][CH2:10][CH2:11][NH:12][C:13]1[CH:18]=[CH:17][CH:16]=[CH:15][C:14]=1[S:19]([NH:22][C:23]([C@@:25]1([NH:30][C:31]([C@H:33]2[NH:37][CH2:36][C@H:35]([O:38][C:39]([N:41]3[CH2:49][C:48]4[C:43](=[CH:44][CH:45]=[CH:46][C:47]=4[F:50])[CH2:42]3)=[O:40])[CH2:34]2)=[O:32])[CH2:27][C@H:26]1[CH:28]=[CH2:29])=[O:24])(=[O:21])=[O:20])(O)=[O:2].[CH3:52]CN(C(C)C)C(C)C.C[N:62]([C:64]([O:68]N1N=NC2C=CC=NC1=2)=[N+](C)C)C.F[P-](F)(F)(F)(F)F. (8) Given the product [F:1][C:2]1[CH:7]=[CH:6][CH:5]=[C:4]([F:8])[C:3]=1[N:9]1[C:14]2[N:15]=[C:16]([NH:42][CH2:41][CH2:40][N:39]([CH3:43])[CH3:38])[N:17]=[C:18]([C:19]3[CH:20]=[C:21]([CH:30]=[CH:31][C:32]=3[CH3:33])[C:22]([NH:24][C:25]3[S:26][CH:27]=[CH:28][N:29]=3)=[O:23])[C:13]=2[CH2:12][NH:11][C:10]1=[O:37], predict the reactants needed to synthesize it. The reactants are: [F:1][C:2]1[CH:7]=[CH:6][CH:5]=[C:4]([F:8])[C:3]=1[N:9]1[C:14]2[N:15]=[C:16](S(C)=O)[N:17]=[C:18]([C:19]3[CH:20]=[C:21]([CH:30]=[CH:31][C:32]=3[CH3:33])[C:22]([NH:24][C:25]3[S:26][CH:27]=[CH:28][N:29]=3)=[O:23])[C:13]=2[CH2:12][NH:11][C:10]1=[O:37].[CH3:38][N:39]([CH3:43])[CH2:40][CH2:41][NH2:42].C(N(CC)CC)C.